This data is from Full USPTO retrosynthesis dataset with 1.9M reactions from patents (1976-2016). The task is: Predict the reactants needed to synthesize the given product. Given the product [C:3]([O:5][CH2:6][C:7]1[CH:12]=[CH:11][CH:10]=[CH:9][CH:8]=1)(=[O:4])[CH2:2][OH:22], predict the reactants needed to synthesize it. The reactants are: Br[CH2:2][C:3]([O:5][CH2:6][C:7]1[CH:12]=[CH:11][CH:10]=[CH:9][CH:8]=1)=[O:4].C1(C)C=CC=CC=1.C([O:22]CC)C.